From a dataset of Forward reaction prediction with 1.9M reactions from USPTO patents (1976-2016). Predict the product of the given reaction. (1) Given the reactants Br[C:2]1[N:7]=[CH:6][C:5]([C:8]2[N:13]3[N:14]=[C:15]([C:24]4[CH:29]=[CH:28][N:27]=[CH:26][CH:25]=4)[C:16]([C:17]4[CH:18]=[C:19]([OH:23])[CH:20]=[CH:21][CH:22]=4)=[C:12]3[N:11]=[CH:10][CH:9]=2)=[CH:4][CH:3]=1.Cl.Cl.[NH2:32][C@@H:33]1[CH:38]2[CH2:39][CH2:40][N:35]([CH2:36][CH2:37]2)[CH2:34]1, predict the reaction product. The product is: [N:35]12[CH2:40][CH2:39][CH:38]([CH2:37][CH2:36]1)[C@@H:33]([NH:32][C:2]1[N:7]=[CH:6][C:5]([C:8]3[N:13]4[N:14]=[C:15]([C:24]5[CH:29]=[CH:28][N:27]=[CH:26][CH:25]=5)[C:16]([C:17]5[CH:18]=[C:19]([OH:23])[CH:20]=[CH:21][CH:22]=5)=[C:12]4[N:11]=[CH:10][CH:9]=3)=[CH:4][CH:3]=1)[CH2:34]2. (2) Given the reactants [H-].[Na+].CN(C=O)C.[NH:8]1[CH:12]=[CH:11][N:10]=[CH:9]1.[Br:13][C:14]1[CH:19]=[CH:18][C:17]([CH2:20][CH2:21][CH:22]2[O:24][CH2:23]2)=[CH:16][CH:15]=1, predict the reaction product. The product is: [Br:13][C:14]1[CH:15]=[CH:16][C:17]([CH2:20][CH2:21][CH:22]([OH:24])[CH2:23][N:8]2[CH:12]=[CH:11][N:10]=[CH:9]2)=[CH:18][CH:19]=1.